This data is from Catalyst prediction with 721,799 reactions and 888 catalyst types from USPTO. The task is: Predict which catalyst facilitates the given reaction. (1) Reactant: Br[C:2]1[CH:10]=[CH:9][CH:8]=[C:7]2[C:3]=1[CH:4]=[N:5][NH:6]2.CC1(C)C(C)(C)OB([C:19]2[CH:20]=[C:21]3[C:26](=[CH:27][CH:28]=2)[CH:25]=[C:24]([NH:29][C:30]([C:32]2[CH:36]=[CH:35][S:34][CH:33]=2)=[O:31])[CH:23]=[CH:22]3)O1.C([O-])([O-])=O.[K+].[K+].O1CCOCC1. Product: [NH:6]1[C:7]2[C:3](=[C:2]([C:19]3[CH:20]=[C:21]4[C:26](=[CH:27][CH:28]=3)[CH:25]=[C:24]([NH:29][C:30]([C:32]3[CH:36]=[CH:35][S:34][CH:33]=3)=[O:31])[CH:23]=[CH:22]4)[CH:10]=[CH:9][CH:8]=2)[CH:4]=[N:5]1. The catalyst class is: 386. (2) Reactant: [CH3:1][N:2]1[CH:6]=[C:5]([CH2:7][C:8]([O:10]C)=[O:9])[C:4]([O:12][CH2:13][C:14]2[CH:19]=[CH:18][N:17]=[C:16]([O:20][CH2:21][C:22]3[N:23]=[C:24]([C:28]4[CH:33]=[CH:32][CH:31]=[CH:30][CH:29]=4)[O:25][C:26]=3[CH3:27])[CH:15]=2)=[N:3]1.[OH-].[Na+].O1CCCC1.Cl. Product: [CH3:1][N:2]1[CH:6]=[C:5]([CH2:7][C:8]([OH:10])=[O:9])[C:4]([O:12][CH2:13][C:14]2[CH:19]=[CH:18][N:17]=[C:16]([O:20][CH2:21][C:22]3[N:23]=[C:24]([C:28]4[CH:29]=[CH:30][CH:31]=[CH:32][CH:33]=4)[O:25][C:26]=3[CH3:27])[CH:15]=2)=[N:3]1. The catalyst class is: 8. (3) Reactant: [Li]CCCC.Br[C:7]1[CH:12]=[CH:11][CH:10]=[C:9]([Si:13]([CH3:16])([CH3:15])[CH3:14])[CH:8]=1.CN([CH:20]=[O:21])C.Cl. Product: [CH3:14][Si:13]([CH3:16])([CH3:15])[C:9]1[CH:8]=[C:7]([CH:12]=[CH:11][CH:10]=1)[CH:20]=[O:21]. The catalyst class is: 316. (4) Reactant: [Cl:1][C:2]1[CH:23]=[CH:22][CH:21]=[C:20]([Cl:24])[C:3]=1[C:4]([NH:6][C@H:7]([C:16]([O:18][CH3:19])=[O:17])[CH2:8][C:9]1[CH:14]=[CH:13][C:12]([OH:15])=[CH:11][CH:10]=1)=[O:5].O[CH2:26][CH2:27][C:28]1[N:37]=[C:36]2[C:31]([CH2:32][CH2:33][CH2:34][N:35]2[C:38]([O:40][C:41]([CH3:44])([CH3:43])[CH3:42])=[O:39])=[CH:30][CH:29]=1.C1(P(C2C=CC=CC=2)C2C=CC=CC=2)C=CC=CC=1. Product: [Cl:1][C:2]1[CH:23]=[CH:22][CH:21]=[C:20]([Cl:24])[C:3]=1[C:4]([NH:6][C@H:7]([C:16]([O:18][CH3:19])=[O:17])[CH2:8][C:9]1[CH:10]=[CH:11][C:12]([O:15][CH2:26][CH2:27][C:28]2[N:37]=[C:36]3[C:31]([CH2:32][CH2:33][CH2:34][N:35]3[C:38]([O:40][C:41]([CH3:42])([CH3:44])[CH3:43])=[O:39])=[CH:30][CH:29]=2)=[CH:13][CH:14]=1)=[O:5]. The catalyst class is: 2. (5) Reactant: [Br:1][C:2]1[CH:7]=[CH:6][C:5]([NH:8][C:9]([C:11]2[N:12](COCC[Si](C)(C)C)[CH:13]=[C:14]([C:16]#[N:17])[N:15]=2)=[O:10])=[C:4]([C:26]2[CH2:31][CH2:30][CH2:29][CH2:28][CH:27]=2)[CH:3]=1.CCO.C(O)(C(F)(F)F)=O.C(O)CC. Product: [Br:1][C:2]1[CH:7]=[CH:6][C:5]([NH:8][C:9]([C:11]2[NH:12][CH:13]=[C:14]([C:16]#[N:17])[N:15]=2)=[O:10])=[C:4]([C:26]2[CH2:31][CH2:30][CH2:29][CH2:28][CH:27]=2)[CH:3]=1. The catalyst class is: 2. (6) Reactant: [CH3:1][C:2]1[C:10]2[C:5](=[CH:6][CH:7]=[C:8]([C:11]#[N:12])[CH:9]=2)[NH:4][CH:3]=1.N1C2C(=CC=CC=2)C=C1.CC1NC2C(C=1)=CC(C#N)=CC=2. Product: [CH3:1][C:2]1[C:10]2[C:5](=[CH:6][CH:7]=[C:8]([C:11]#[N:12])[CH:9]=2)[NH:4][CH:3]=1. The catalyst class is: 7. (7) Reactant: [C:1]([C:5]1[Se:13][C:12]2[C:11](=[O:14])[NH:10][N:9]=[N:8][C:7]=2[CH:6]=1)([CH3:4])([CH3:3])[CH3:2].[C:15](=O)([O-])[O-].[K+].[K+].IC.[I-].[K+]. Product: [C:1]([C:5]1[Se:13][C:12]2[C:11](=[O:14])[N:10]([CH3:15])[N:9]=[N:8][C:7]=2[CH:6]=1)([CH3:4])([CH3:2])[CH3:3]. The catalyst class is: 21.